Dataset: CYP3A4 inhibition data for predicting drug metabolism from PubChem BioAssay. Task: Regression/Classification. Given a drug SMILES string, predict its absorption, distribution, metabolism, or excretion properties. Task type varies by dataset: regression for continuous measurements (e.g., permeability, clearance, half-life) or binary classification for categorical outcomes (e.g., BBB penetration, CYP inhibition). Dataset: cyp3a4_veith. (1) The molecule is CC(=O)c1c(O)c(C)c(-c2ccccc2)n(-c2ccccc2)c1=O. The result is 0 (non-inhibitor). (2) The compound is COCC(=O)N1CCC2(CCN(Cc3ccc(C#N)cc3)CC2)CC1. The result is 0 (non-inhibitor). (3) The compound is O=C(Nc1ccc2oc(-c3ccccc3F)nc2c1)c1ccc2c(c1)OCCO2. The result is 1 (inhibitor). (4) The molecule is C[C@]12CC[C@@H]3[C@@H](CC=C4C[C@@H](O)CC[C@@]43C)[C@H]1CCC2=O. The result is 0 (non-inhibitor). (5) The compound is COc1ccc(O[C@H]2C=C[C@@H](c3ccccc3)O[C@H]2COC(=O)CC/C(C)=N\O[C@@H](C)CN2CCCc3nc(C)c(C)cc32)cc1. The result is 1 (inhibitor). (6) The molecule is COc1ccc(Nc2ncc3c(n2)CC(c2ccc(C)cc2)CC3=O)cc1. The result is 1 (inhibitor). (7) The compound is COc1ccc2[nH]cc(CCNc3ncncc3-c3ccc4c(c3)OCO4)c2c1. The result is 1 (inhibitor). (8) The compound is CS(=O)(=O)O.Cc1c(C(=O)c2cccc3ccccc23)c2cccc3c2n1[C@H](CN1CCOCC1)CO3. The result is 1 (inhibitor). (9) The compound is COc1ccccc1CCNCc1cc2c(cc1[N+](=O)[O-])OCO2. The result is 1 (inhibitor).